This data is from Full USPTO retrosynthesis dataset with 1.9M reactions from patents (1976-2016). The task is: Predict the reactants needed to synthesize the given product. The reactants are: [F:1][C:2]([F:15])([F:14])[C:3]([F:13])([C:9]([F:12])([F:11])[F:10])[C:4]([F:8])([F:7])[CH2:5][CH3:6].FC(F)(F)C(F)(C(F)(F)F)C(F)(F)[I:20].C=C. Given the product [F:1][C:2]([F:14])([F:15])[C:3]([F:13])([C:9]([F:10])([F:11])[F:12])[C:4]([F:8])([F:7])[CH2:5][CH2:6][I:20], predict the reactants needed to synthesize it.